From a dataset of Full USPTO retrosynthesis dataset with 1.9M reactions from patents (1976-2016). Predict the reactants needed to synthesize the given product. (1) Given the product [C:1]([O:5][C:6]([N:8]1[CH2:12][CH2:11][CH:10]([NH:13][C:26]([NH:25][C:23]2[C:22]3[C:17](=[CH:18][CH:19]=[CH:20][CH:21]=3)[N:16]=[C:15]([CH3:14])[CH:24]=2)=[O:27])[CH2:9]1)=[O:7])([CH3:4])([CH3:2])[CH3:3], predict the reactants needed to synthesize it. The reactants are: [C:1]([O:5][C:6]([N:8]1[CH2:12][CH2:11][CH:10]([NH2:13])[CH2:9]1)=[O:7])([CH3:4])([CH3:3])[CH3:2].[CH3:14][C:15]1[CH:24]=[C:23]([NH:25][C:26](NC2C3C(=CC=CC=3)N=C(C)C=2)=[O:27])[C:22]2[C:17](=[CH:18][CH:19]=[CH:20][CH:21]=2)[N:16]=1.C([O-])([O-])=O.[Na+].[Na+]. (2) Given the product [O:26]1[C:30]2[CH:31]=[CH:32][CH:33]=[CH:34][C:29]=2[N:28]=[C:27]1[CH:35]([NH:36][C:37]1[CH:42]=[CH:41][CH:40]=[C:39]([O:43][CH3:44])[CH:38]=1)[C:8]([C:10]1[C:18]2[C:13](=[CH:14][CH:15]=[CH:16][CH:17]=2)[NH:12][CH:11]=1)=[O:9], predict the reactants needed to synthesize it. The reactants are: C(N(CC)CC)C.[CH:8]([C:10]1[C:18]2[C:13](=[CH:14][CH:15]=[CH:16][CH:17]=2)[N:12](C(OC(C)(C)C)=O)[CH:11]=1)=[O:9].[O:26]1[C:30]2[CH:31]=[CH:32][CH:33]=[CH:34][C:29]=2[N:28]=[C:27]1[CH:35]=[N:36][C:37]1[CH:42]=[CH:41][CH:40]=[C:39]([O:43][CH3:44])[CH:38]=1. (3) Given the product [NH2:1][C:2]1[S:3][C:4]([Cl:14])=[C:5]([C:7](=[N:11][O:12][CH3:13])[C:8]([OH:10])=[O:9])[N:6]=1, predict the reactants needed to synthesize it. The reactants are: [NH2:1][C:2]1[S:3][CH:4]=[C:5]([C:7](=[N:11][O:12][CH3:13])[C:8]([OH:10])=[O:9])[N:6]=1.[Cl:14]N1C(=O)CCC1=O. (4) Given the product [CH3:37][C:34]1[CH:33]=[C:32]([CH2:31][NH:30][C:26]2[N:27]=[C:28]([NH:22][C:19]3[NH:20][N:21]=[C:17]([CH2:16][CH2:15][C:12]4[CH:13]=[CH:14][C:9]([O:8][CH2:7][C:1]5[CH:6]=[CH:5][CH:4]=[CH:3][CH:2]=5)=[CH:10][CH:11]=4)[CH:18]=3)[CH:29]=[CH:24][N:25]=2)[O:36][N:35]=1, predict the reactants needed to synthesize it. The reactants are: [C:1]1([CH2:7][O:8][C:9]2[CH:14]=[CH:13][C:12]([CH2:15][CH2:16][C:17]3[CH:18]=[C:19]([NH2:22])[NH:20][N:21]=3)=[CH:11][CH:10]=2)[CH:6]=[CH:5][CH:4]=[CH:3][CH:2]=1.Cl[C:24]1[CH:29]=[CH:28][N:27]=[C:26]([NH:30][CH2:31][C:32]2[O:36][N:35]=[C:34]([CH3:37])[CH:33]=2)[N:25]=1. (5) Given the product [NH2:15][C:14]1[C:9]([N:5]2[CH2:6][C@H:7]([CH3:8])[C@:2]([OH:1])([CH3:29])[C@H:3]([NH:21][C:22](=[O:28])[O:23][C:24]([CH3:27])([CH3:26])[CH3:25])[CH2:4]2)=[C:10]2[CH2:20][CH2:19][O:18][C:11]2=[N:12][CH:13]=1, predict the reactants needed to synthesize it. The reactants are: [OH:1][C@:2]1([CH3:29])[C@@H:7]([CH3:8])[CH2:6][N:5]([C:9]2[C:14]([N+:15]([O-])=O)=[CH:13][N:12]=[C:11]3[O:18][CH2:19][CH2:20][C:10]=23)[CH2:4][C@H:3]1[NH:21][C:22](=[O:28])[O:23][C:24]([CH3:27])([CH3:26])[CH3:25]. (6) The reactants are: [CH3:1][C:2]1[O:3][C:4]([CH3:9])=[C:5]([CH:7]=[O:8])[N:6]=1.[CH3:10][Mg]Br.Cl. Given the product [CH3:1][C:2]1[O:3][C:4]([CH3:9])=[C:5]([CH:7]([OH:8])[CH3:10])[N:6]=1, predict the reactants needed to synthesize it. (7) Given the product [CH2:38]([C:23]1([CH2:47][CH:46]=[CH2:45])[C:22](=[O:25])[N:11]2[CH2:12][CH2:13][N:14]([C:15]([O:17][C:18]([CH3:21])([CH3:20])[CH3:19])=[O:16])[C@@H:9]([C:3]3[CH:4]=[CH:5][C:6]([CH3:8])=[CH:7][C:2]=3[CH3:1])[C@@H:10]2[CH2:24]1)[CH:39]=[CH2:40], predict the reactants needed to synthesize it. The reactants are: [CH3:1][C:2]1[CH:7]=[C:6]([CH3:8])[CH:5]=[CH:4][C:3]=1[C@@H:9]1[N:14]([C:15]([O:17][C:18]([CH3:21])([CH3:20])[CH3:19])=[O:16])[CH2:13][CH2:12][N:11]2[C:22](=[O:25])[CH2:23][CH2:24][C@@H:10]12.[Li+].C[Si]([N-][Si](C)(C)C)(C)C.CN1C(=O)N(C)[CH2:40][CH2:39][CH2:38]1.[CH2:45](Br)[CH:46]=[CH2:47]. (8) Given the product [CH2:15]([O:14][C:9]1[CH:10]=[CH:11][CH:12]=[C:13]2[C:8]=1[CH:7]=[CH:6][N:5]2[CH2:4][CH:2]1[CH2:3][O:1]1)[C:16]1[CH:21]=[CH:20][CH:19]=[CH:18][CH:17]=1, predict the reactants needed to synthesize it. The reactants are: [O:1]1[CH2:3][CH:2]1[CH2:4][N:5]1[C:13]2[C:8](=[C:9]([OH:14])[CH:10]=[CH:11][CH:12]=2)[CH:7]=[CH:6]1.[CH2:15](OC1C=CC=C2C=1C=CN2)[C:16]1[CH:21]=[CH:20][CH:19]=[CH:18][CH:17]=1.BrCC1CO1.[H-].[Na+].C([O-])(O)=O.[Na+]. (9) The reactants are: [Cl:1][C:2]1[CH:3]=[C:4]([CH:26]=[CH:27][C:28]=1[NH:29][C:30](=[O:35])[C:31]([CH3:34])([CH3:33])[CH3:32])[CH2:5][C:6]1[C:7]([CH2:24][CH3:25])=[N:8][N:9]([CH2:13][C@H:14]([NH:16]C(=O)OC(C)(C)C)[CH3:15])[C:10]=1[CH2:11][CH3:12].[ClH:36]. Given the product [ClH:1].[ClH:36].[NH2:16][C@H:14]([CH3:15])[CH2:13][N:9]1[C:10]([CH2:11][CH3:12])=[C:6]([CH2:5][C:4]2[CH:26]=[CH:27][C:28]([NH:29][C:30](=[O:35])[C:31]([CH3:32])([CH3:34])[CH3:33])=[C:2]([Cl:1])[CH:3]=2)[C:7]([CH2:24][CH3:25])=[N:8]1, predict the reactants needed to synthesize it. (10) Given the product [CH2:44]([O:43][C:41](=[O:42])[CH2:40][N:6]1[C:5](=[O:7])/[C:4](=[CH:8]/[C:9]2[CH:10]=[CH:11][C:12]([O:13][C:14]3[N:19]=[CH:18][N:17]=[C:16]([O:20][CH:21]4[CH2:26][CH2:25][N:24]([C:27]([O:29][C:30]([CH3:31])([CH3:32])[CH3:33])=[O:28])[CH2:23][CH2:22]4)[C:15]=3[CH3:34])=[CH:35][CH:36]=2)/[S:3][C:2]1=[O:1])[CH3:45], predict the reactants needed to synthesize it. The reactants are: [O:1]=[C:2]1[NH:6][C:5](=[O:7])[C:4](=[CH:8][C:9]2[CH:36]=[CH:35][C:12]([O:13][C:14]3[N:19]=[CH:18][N:17]=[C:16]([O:20][CH:21]4[CH2:26][CH2:25][N:24]([C:27]([O:29][C:30]([CH3:33])([CH3:32])[CH3:31])=[O:28])[CH2:23][CH2:22]4)[C:15]=3[CH3:34])=[CH:11][CH:10]=2)[S:3]1.[H-].[Na+].Br[CH2:40][C:41]([O:43][CH2:44][CH3:45])=[O:42].